This data is from Full USPTO retrosynthesis dataset with 1.9M reactions from patents (1976-2016). The task is: Predict the reactants needed to synthesize the given product. Given the product [CH3:1][C:2]1[CH:7]=[C:6]([C:8]2[CH:9]=[CH:10][C:11]3[N:17]4[CH2:18][C@H:14]([CH2:15][CH2:16]4)[N:13]([C:24]([NH:47][C@@H:45]([C:40]4[CH:41]=[CH:42][CH:43]=[CH:44][N:39]=4)[CH3:46])=[O:30])[C:12]=3[N:19]=2)[CH:5]=[CH:4][N:3]=1, predict the reactants needed to synthesize it. The reactants are: [CH3:1][C:2]1[CH:7]=[C:6]([C:8]2[CH:9]=[CH:10][C:11]3[N:17]4[CH2:18][C@H:14]([CH2:15][CH2:16]4)[NH:13][C:12]=3[N:19]=2)[CH:5]=[CH:4][N:3]=1.ClC(Cl)(O[C:24](=[O:30])OC(Cl)(Cl)Cl)Cl.C(N(CC)CC)C.[N:39]1[CH:44]=[CH:43][CH:42]=[CH:41][C:40]=1[C@H:45]([NH2:47])[CH3:46].